From a dataset of Reaction yield outcomes from USPTO patents with 853,638 reactions. Predict the reaction yield, written as a fraction of the theoretical maximum amount of product (1.0 means a 100% yield; for example, 0.34 means a 34% yield). The reactants are [CH2:1]([O:8][C:9](=[O:30])[NH:10][C:11]1[CH:16]=[CH:15][C:14]([F:17])=[C:13]([CH:18]([OH:28])[C:19]2[C:27]3[C:22](=[N:23][CH:24]=[CH:25][CH:26]=3)[NH:21][CH:20]=2)[C:12]=1[F:29])[C:2]1[CH:7]=[CH:6][CH:5]=[CH:4][CH:3]=1.O1CCCC1.CC(OI1(OC(C)=O)(OC(C)=O)OC(=O)C2C=CC=CC1=2)=O. The catalyst is O. The product is [CH2:1]([O:8][C:9](=[O:30])[NH:10][C:11]1[CH:16]=[CH:15][C:14]([F:17])=[C:13]([C:18]([C:19]2[C:27]3[C:22](=[N:23][CH:24]=[CH:25][CH:26]=3)[NH:21][CH:20]=2)=[O:28])[C:12]=1[F:29])[C:2]1[CH:3]=[CH:4][CH:5]=[CH:6][CH:7]=1. The yield is 0.910.